Dataset: Reaction yield outcomes from USPTO patents with 853,638 reactions. Task: Predict the reaction yield, written as a fraction of the theoretical maximum amount of product (1.0 means a 100% yield; for example, 0.34 means a 34% yield). (1) The reactants are C(OC([NH:8][C@H:9]([CH2:29][C:30]1[CH:35]=[CH:34][C:33]([O:36][CH3:37])=[CH:32][CH:31]=1)[C:10]([N:12]1[CH2:17][CH2:16][C:15]([CH:23]2[CH2:28][CH2:27][CH2:26][CH2:25][CH2:24]2)([C:18]([O:20][CH2:21][CH3:22])=[O:19])[CH2:14][CH2:13]1)=[O:11])=O)(C)(C)C.[F:38][C:39]([F:44])([F:43])[C:40]([OH:42])=[O:41]. The catalyst is ClCCl. The product is [F:38][C:39]([F:44])([F:43])[C:40]([OH:42])=[O:41].[NH2:8][C@H:9]([CH2:29][C:30]1[CH:35]=[CH:34][C:33]([O:36][CH3:37])=[CH:32][CH:31]=1)[C:10]([N:12]1[CH2:17][CH2:16][C:15]([CH:23]2[CH2:28][CH2:27][CH2:26][CH2:25][CH2:24]2)([C:18]([O:20][CH2:21][CH3:22])=[O:19])[CH2:14][CH2:13]1)=[O:11]. The yield is 0.780. (2) The catalyst is CN(C=O)C. The product is [C:18]([O:17][C:15]([N:11]1[CH2:12][CH2:13][CH2:14][C@H:8]([N:7]([CH2:6][C:5]2[CH:4]=[C:3]([C:2]([F:43])([F:1])[F:44])[CH:38]=[C:37]([C:39]([F:42])([F:41])[F:40])[CH:36]=2)[C:31]2[N:32]=[N:33][N:34]([CH2:52][CH2:53][OH:54])[N:35]=2)[C:9]2[CH:25]=[C:24]([CH3:26])[C:23]([C:27]([F:28])([F:29])[F:30])=[CH:22][C:10]1=2)=[O:16])([CH3:20])([CH3:21])[CH3:19]. The yield is 0.260. The reactants are [F:1][C:2]([F:44])([F:43])[C:3]1[CH:4]=[C:5]([CH:36]=[C:37]([C:39]([F:42])([F:41])[F:40])[CH:38]=1)[CH2:6][N:7]([C:31]1[N:32]=[N:33][NH:34][N:35]=1)[C@H:8]1[CH2:14][CH2:13][CH2:12][N:11]([C:15]([O:17][C:18]([CH3:21])([CH3:20])[CH3:19])=[O:16])[C:10]2[CH:22]=[C:23]([C:27]([F:30])([F:29])[F:28])[C:24]([CH3:26])=[CH:25][C:9]1=2.C(=O)([O-])[O-].[K+].[K+].Br[CH2:52][CH2:53][OH:54]. (3) The reactants are [H-].[H-].[H-].[H-].[Li+].[Al+3].[CH3:7][CH:8]([C@H:10]1[CH2:15][N:14]([CH2:16][C:17]2[CH:22]=[CH:21][CH:20]=[CH:19][CH:18]=2)[C:13](=O)[C:12](=O)[NH:11]1)[CH3:9]. The catalyst is C1COCC1. The product is [CH3:9][CH:8]([C@@H:10]1[NH:11][CH2:12][CH2:13][N:14]([CH2:16][C:17]2[CH:22]=[CH:21][CH:20]=[CH:19][CH:18]=2)[CH2:15]1)[CH3:7]. The yield is 0.780. (4) The reactants are [F:1][C:2]([F:12])([F:11])[O:3][C:4]1[CH:5]=[C:6]([CH:8]=[CH:9][CH:10]=1)[NH2:7].[F:13][C:14]([F:19])([F:18])[CH:15]1[O:17][CH2:16]1. No catalyst specified. The product is [F:1][C:2]([F:11])([F:12])[O:3][C:4]1[CH:5]=[C:6]([NH:7][CH2:16][CH:15]([OH:17])[C:14]([F:19])([F:18])[F:13])[CH:8]=[CH:9][CH:10]=1. The yield is 0.880. (5) The product is [CH2:31]([O:33][C:34](=[O:35])[O:21][C:9]1[C:8]2[C:7](=[O:22])[N:6]([CH2:5][C:4]3[CH:23]=[CH:24][C:25]([O:27][CH3:28])=[CH:26][C:3]=3[O:2][CH3:1])[C:18](=[O:19])[C:17]=2[C:16]([O:20][CH:43]([C:37]2[CH:42]=[CH:41][CH:40]=[CH:39][CH:38]=2)[C:46]2[CH:51]=[CH:50][CH:49]=[CH:48][CH:47]=2)=[C:15]2[C:10]=1[CH:11]=[CH:12][CH:13]=[N:14]2)[CH3:32]. The yield is 0.660. The catalyst is O1CCOCC1.ClCCl.O. The reactants are [CH3:1][O:2][C:3]1[CH:26]=[C:25]([O:27][CH3:28])[CH:24]=[CH:23][C:4]=1[CH2:5][N:6]1[C:18](=[O:19])[C:17]2[C:16]([OH:20])=[C:15]3[C:10]([CH:11]=[CH:12][CH:13]=[N:14]3)=[C:9]([OH:21])[C:8]=2[C:7]1=[O:22].[OH-].[Na+].[CH2:31]([O:33][C:34](Cl)=[O:35])[CH3:32].[C:37]1([CH:43]([C:46]2[CH:51]=[CH:50][CH:49]=[CH:48][CH:47]=2)[N+]#N)[CH:42]=[CH:41][CH:40]=[CH:39][CH:38]=1. (6) The reactants are C(O[BH-](OC(=O)C)OC(=O)C)(=O)C.[Na+].[NH2:15][C@H:16]([CH2:24][CH:25]([CH3:27])[CH3:26])[C:17]([N:19]1[CH2:23][CH2:22][CH2:21][CH2:20]1)=[O:18].[CH:28]([C:30]1[CH:35]=[CH:34][N:33]=[C:32]2[N:36]([C:43]([O:45][C:46]([CH3:49])([CH3:48])[CH3:47])=[O:44])[CH:37]=[C:38]([C:39]([O:41][CH3:42])=[O:40])[C:31]=12)=O. The catalyst is ClCCCl.C(O)(=O)C. The product is [CH3:26][CH:25]([CH3:27])[CH2:24][C@@H:16]([NH:15][CH2:28][C:30]1[CH:35]=[CH:34][N:33]=[C:32]2[N:36]([C:43]([O:45][C:46]([CH3:49])([CH3:48])[CH3:47])=[O:44])[CH:37]=[C:38]([C:39]([O:41][CH3:42])=[O:40])[C:31]=12)[C:17](=[O:18])[N:19]1[CH2:23][CH2:22][CH2:21][CH2:20]1. The yield is 0.930. (7) The reactants are C([O:4][CH2:5][C:6]1[C:11](B2OC(C)(C)C(C)(C)O2)=[CH:10][CH:9]=[CH:8][C:7]=1[N:21]1[N:30]=[CH:29][C:28]2[C:23](=[C:24]([F:35])[CH:25]=[C:26]([C:31]([CH3:34])([CH3:33])[CH3:32])[CH:27]=2)[C:22]1=[O:36])(=O)C.Cl[C:38]1[CH:39]=[C:40]([NH:46][C:47]2[CH:51]=[CH:50][N:49]([CH2:52][C:53]([OH:56])([CH3:55])[CH3:54])[N:48]=2)[C:41](=[O:45])[N:42]([CH3:44])[N:43]=1.P([O-])([O-])([O-])=O.[K+].[K+].[K+].C1(P(C2CCCCC2)C2C=CC=CC=2C2C(C(C)C)=CC(C(C)C)=CC=2C(C)C)CCCCC1.[Cl-].[NH4+]. The catalyst is C(O)CCC.O.[Pd].[Pd].C(=CC(C=CC1C=CC=CC=1)=O)C1C=CC=CC=1.C(=CC(C=CC1C=CC=CC=1)=O)C1C=CC=CC=1. The product is [C:31]([C:26]1[CH:27]=[C:28]2[C:23](=[C:24]([F:35])[CH:25]=1)[C:22](=[O:36])[N:21]([C:7]1[CH:8]=[CH:9][CH:10]=[C:11]([C:38]3[CH:39]=[C:40]([NH:46][C:47]4[CH:51]=[CH:50][N:49]([CH2:52][C:53]([OH:56])([CH3:54])[CH3:55])[N:48]=4)[C:41](=[O:45])[N:42]([CH3:44])[N:43]=3)[C:6]=1[CH2:5][OH:4])[N:30]=[CH:29]2)([CH3:32])([CH3:33])[CH3:34]. The yield is 0.600.